Dataset: Reaction yield outcomes from USPTO patents with 853,638 reactions. Task: Predict the reaction yield, written as a fraction of the theoretical maximum amount of product (1.0 means a 100% yield; for example, 0.34 means a 34% yield). (1) The reactants are C[O:2][C:3]([CH:5]1[CH2:10][CH2:9][CH2:8][CH:7]([C:11]([C:13]2[CH:18]=[CH:17][C:16]([C:19]3[CH:24]=[CH:23][C:22]([NH2:25])=[CH:21][CH:20]=3)=[CH:15][CH:14]=2)=[O:12])[CH2:6]1)=[O:4].Cl[C:27]1[S:28][C:29]2[CH:35]=[C:34]([Cl:36])[CH:33]=[CH:32][C:30]=2[N:31]=1.[OH-].[Na+].Cl. The catalyst is C(O)CCC.Cl.O1CCOCC1.CO. The product is [Cl:36][C:34]1[CH:33]=[CH:32][C:30]2[N:31]=[C:27]([NH:25][C:22]3[CH:21]=[CH:20][C:19]([C:16]4[CH:17]=[CH:18][C:13]([C:11]([C@@H:7]5[CH2:8][CH2:9][CH2:10][C@H:5]([C:3]([OH:4])=[O:2])[CH2:6]5)=[O:12])=[CH:14][CH:15]=4)=[CH:24][CH:23]=3)[S:28][C:29]=2[CH:35]=1. The yield is 0.234. (2) The reactants are Br[C:2]1[C:3]([O:9][CH3:10])=[N:4][CH:5]=[C:6]([CH3:8])[CH:7]=1.[CH3:11][C:12]1([CH3:28])[C:16]([CH3:18])([CH3:17])[O:15][B:14]([B:14]2[O:15][C:16]([CH3:18])([CH3:17])[C:12]([CH3:28])([CH3:11])[O:13]2)[O:13]1.C([O-])(=O)C.[K+]. The catalyst is C1C=CC(P(C2C=CC=CC=2)[C-]2C=CC=C2)=CC=1.C1C=CC(P(C2C=CC=CC=2)[C-]2C=CC=C2)=CC=1.Cl[Pd]Cl.[Fe+2]. The product is [CH3:10][O:9][C:3]1[C:2]([B:14]2[O:15][C:16]([CH3:18])([CH3:17])[C:12]([CH3:28])([CH3:11])[O:13]2)=[CH:7][C:6]([CH3:8])=[CH:5][N:4]=1. The yield is 0.670. (3) The reactants are [Cl:1][C:2]1[C:7]2[CH:8]=[N:9][NH:10][C:6]=2[CH:5]=[CH:4][N:3]=1.[I:11]I.[OH-].[K+]. The catalyst is O1CCOCC1. The product is [Cl:1][C:2]1[C:7]2[C:8]([I:11])=[N:9][NH:10][C:6]=2[CH:5]=[CH:4][N:3]=1. The yield is 0.410. (4) The reactants are [CH3:1][C:2]1[C:6]([C:7]([OH:9])=O)=[C:5]([CH3:10])[N:4]([C:11]2[CH:16]=[CH:15][CH:14]=[C:13]([N+:17]([O-:19])=[O:18])[CH:12]=2)[N:3]=1.[N:20]1([CH:25]2[CH2:30][CH2:29][NH:28][CH2:27][CH2:26]2)[CH2:24][CH2:23][CH2:22][CH2:21]1. No catalyst specified. The product is [CH3:1][C:2]1[C:6]([C:7]([N:28]2[CH2:29][CH2:30][CH:25]([N:20]3[CH2:24][CH2:23][CH2:22][CH2:21]3)[CH2:26][CH2:27]2)=[O:9])=[C:5]([CH3:10])[N:4]([C:11]2[CH:16]=[CH:15][CH:14]=[C:13]([N+:17]([O-:19])=[O:18])[CH:12]=2)[N:3]=1. The yield is 0.930. (5) The reactants are Cl[C:2]1[N:3]=[C:4]([N:15]2[CH2:20][CH2:19][O:18][CH2:17][C@@H:16]2[CH3:21])[C:5]2[CH2:10][N:9]([C:11]([O:13][CH3:14])=[O:12])[CH2:8][C:6]=2[N:7]=1.[F:22][C:23]1[CH:24]=[C:25]([NH:38][C:39]([NH:41][CH2:42][CH2:43][OH:44])=[O:40])[CH:26]=[CH:27][C:28]=1B1OC(C)(C)C(C)(C)O1. No catalyst specified. The product is [F:22][C:23]1[CH:24]=[C:25]([NH:38][C:39]([NH:41][CH2:42][CH2:43][OH:44])=[O:40])[CH:26]=[CH:27][C:28]=1[C:2]1[N:3]=[C:4]([N:15]2[CH2:20][CH2:19][O:18][CH2:17][C@@H:16]2[CH3:21])[C:5]2[CH2:10][N:9]([C:11]([O:13][CH3:14])=[O:12])[CH2:8][C:6]=2[N:7]=1. The yield is 0.260. (6) The yield is 0.381. The catalyst is CN(C=O)C.O. The product is [Cl:63][C:58]1[CH:59]=[CH:60][CH:61]=[CH:62][C:57]=1[O:56][CH:53]1[CH2:52][CH2:51][N:50]([C:48](=[O:49])[CH2:47][NH:46][C:19](=[O:21])[C:18]2[CH:17]=[CH:16][C:15]([C:11]3[O:10][CH:14]=[N:13][N:12]=3)=[CH:23][CH:22]=2)[CH2:55][CH2:54]1. The reactants are CCN(C(C)C)C(C)C.[O:10]1[CH:14]=[N:13][N:12]=[C:11]1[C:15]1[CH:23]=[CH:22][C:18]([C:19]([OH:21])=O)=[CH:17][CH:16]=1.C1C=CC2N(O)N=NC=2C=1.CCN=C=NCCCN(C)C.Cl.[NH2:46][CH2:47][C:48]([N:50]1[CH2:55][CH2:54][CH:53]([O:56][C:57]2[CH:62]=[CH:61][CH:60]=[CH:59][C:58]=2[Cl:63])[CH2:52][CH2:51]1)=[O:49]. (7) The product is [C:24]([O:27][CH2:28][C:29]1[C:30]([N:44]2[CH2:55][CH2:54][N:53]3[C:46](=[CH:47][C:48]4[CH2:49][C:50]([CH3:57])([CH3:56])[CH2:51][C:52]=43)[C:45]2=[O:58])=[N:31][CH:32]=[CH:33][C:34]=1[C:2]1[CH:3]=[C:4]([NH:10][C:11]2[CH:23]=[C:14]3[CH2:15][N:16]([CH2:19][CH2:20][C:21]#[N:22])[CH2:17][CH2:18][N:13]3[N:12]=2)[C:5](=[O:9])[N:6]([CH3:8])[CH:7]=1)(=[O:26])[CH3:25]. The yield is 0.520. No catalyst specified. The reactants are Br[C:2]1[CH:3]=[C:4]([NH:10][C:11]2[CH:23]=[C:14]3[CH2:15][N:16]([CH2:19][CH2:20][C:21]#[N:22])[CH2:17][CH2:18][N:13]3[N:12]=2)[C:5](=[O:9])[N:6]([CH3:8])[CH:7]=1.[C:24]([O:27][CH2:28][C:29]1[C:30]([N:44]2[CH2:55][CH2:54][N:53]3[C:46](=[CH:47][C:48]4[CH2:49][C:50]([CH3:57])([CH3:56])[CH2:51][C:52]=43)[C:45]2=[O:58])=[N:31][CH:32]=[CH:33][C:34]=1B1OC(C)(C)C(C)(C)O1)(=[O:26])[CH3:25].